This data is from Catalyst prediction with 721,799 reactions and 888 catalyst types from USPTO. The task is: Predict which catalyst facilitates the given reaction. (1) Reactant: [CH:1]1([CH2:6][N:7]2[C:11]3=[N:12][C:13]([C:16]4[CH:21]=[C:20]([CH:22]([CH3:24])[CH3:23])[CH:19]=[CH:18][C:17]=4[O:25][CH3:26])=[CH:14][N:15]=[C:10]3[NH:9][C:8]2=[O:27])[CH2:5][CH2:4][CH2:3][CH2:2]1.[CH:28]1(CN)CCCC1. Product: [CH:1]1([CH:6]([N:7]2[C:11]3=[N:12][C:13]([C:16]4[CH:21]=[C:20]([CH:22]([CH3:23])[CH3:24])[CH:19]=[CH:18][C:17]=4[O:25][CH3:26])=[CH:14][N:15]=[C:10]3[NH:9][C:8]2=[O:27])[CH3:28])[CH2:2][CH2:3][CH2:4][CH2:5]1. The catalyst class is: 8. (2) Reactant: [O:1]1[C:5]2([CH:10]([C:11]([O:13]CC)=[O:12])[CH2:9][CH2:8][N:7]([C:16]([O:18][CH3:19])=[O:17])[CH2:6]2)[O:4][CH2:3][CH2:2]1.[OH-].[Ba+2].[OH-].Cl.[Cl-].[Na+]. Product: [CH3:19][O:18][C:16]([N:7]1[CH2:8][CH2:9][CH:10]([C:11]([OH:13])=[O:12])[C:5]2([O:1][CH2:2][CH2:3][O:4]2)[CH2:6]1)=[O:17]. The catalyst class is: 24. (3) Reactant: CN(C(ON1N=NC2C=CC=NC1=2)=[N+](C)C)C.F[P-](F)(F)(F)(F)F.C(N(CC)C(C)C)(C)C.[CH2:34]([O:41][C:42]1[C:51]2[C:46](=[CH:47][CH:48]=[CH:49][CH:50]=2)[N:45]=[C:44]([O:52][C@@H:53]2[CH2:57][C@@H:56]([C:58]([O:60][CH3:61])=[O:59])[NH:55][CH2:54]2)[C:43]=1[C:62]#[C:63][CH2:64][CH2:65][CH2:66][C@@H:67]1[CH2:69][C@H:68]1[O:70][C:71]([NH:73][C@@H:74]([C:78]1([CH3:84])[CH2:83][CH2:82][CH2:81][CH2:80][CH2:79]1)[C:75](O)=[O:76])=[O:72])[C:35]1[CH:40]=[CH:39][CH:38]=[CH:37][CH:36]=1. Product: [CH3:61][O:60][C:58]([C@@H:56]1[CH2:57][C@@H:53]2[CH2:54][N:55]1[C:75](=[O:76])[C@H:74]([C:78]1([CH3:84])[CH2:79][CH2:80][CH2:81][CH2:82][CH2:83]1)[NH:73][C:71](=[O:72])[O:70][C@@H:68]1[CH2:69][C@H:67]1[CH2:66][CH2:65][CH2:64][C:63]#[C:62][C:43]1[C:44]([O:52]2)=[N:45][C:46]2[CH:47]=[CH:48][CH:49]=[CH:50][C:51]=2[C:42]=1[O:41][CH2:34][C:35]1[CH:40]=[CH:39][CH:38]=[CH:37][CH:36]=1)=[O:59]. The catalyst class is: 3. (4) Reactant: [Br:1][C:2]1[CH:3]=[C:4]([C:8]2([CH:15]([F:17])[F:16])[NH:13][C:12](=S)[CH2:11][O:10][CH2:9]2)[CH:5]=[CH:6][CH:7]=1.[NH3:18]. Product: [Br:1][C:2]1[CH:3]=[C:4]([C:8]2([CH:15]([F:17])[F:16])[CH2:9][O:10][CH2:11][C:12]([NH2:18])=[N:13]2)[CH:5]=[CH:6][CH:7]=1. The catalyst class is: 5. (5) Reactant: [Cl-].[Al+3].[Cl-].[Cl-].[NH:5]1[C:13]2[C:8](=[CH:9][CH:10]=[CH:11][CH:12]=2)[CH2:7][C:6]1=[O:14].[Cl:15][CH2:16][C:17](Cl)=[O:18]. Product: [Cl:15][CH2:16][C:17]([C:10]1[CH:9]=[C:8]2[C:13](=[CH:12][CH:11]=1)[NH:5][C:6](=[O:14])[CH2:7]2)=[O:18]. The catalyst class is: 534.